This data is from NCI-60 drug combinations with 297,098 pairs across 59 cell lines. The task is: Regression. Given two drug SMILES strings and cell line genomic features, predict the synergy score measuring deviation from expected non-interaction effect. (1) Drug 1: C1CN1P(=S)(N2CC2)N3CC3. Drug 2: C1=NC2=C(N1)C(=S)N=CN2. Cell line: HT29. Synergy scores: CSS=34.1, Synergy_ZIP=-6.40, Synergy_Bliss=-0.803, Synergy_Loewe=-28.3, Synergy_HSA=-0.595. (2) Drug 1: CN1C2=C(C=C(C=C2)N(CCCl)CCCl)N=C1CCCC(=O)O.Cl. Drug 2: CC1CCC2CC(C(=CC=CC=CC(CC(C(=O)C(C(C(=CC(C(=O)CC(OC(=O)C3CCCCN3C(=O)C(=O)C1(O2)O)C(C)CC4CCC(C(C4)OC)O)C)C)O)OC)C)C)C)OC. Cell line: SF-539. Synergy scores: CSS=2.52, Synergy_ZIP=3.77, Synergy_Bliss=4.56, Synergy_Loewe=2.11, Synergy_HSA=1.75. (3) Drug 1: CCC1=CC2CC(C3=C(CN(C2)C1)C4=CC=CC=C4N3)(C5=C(C=C6C(=C5)C78CCN9C7C(C=CC9)(C(C(C8N6C)(C(=O)OC)O)OC(=O)C)CC)OC)C(=O)OC.C(C(C(=O)O)O)(C(=O)O)O. Drug 2: C1CN1P(=S)(N2CC2)N3CC3. Cell line: NCI/ADR-RES. Synergy scores: CSS=10.8, Synergy_ZIP=-4.89, Synergy_Bliss=-3.52, Synergy_Loewe=-1.98, Synergy_HSA=-2.25. (4) Drug 1: CC1=C(C(CCC1)(C)C)C=CC(=CC=CC(=CC(=O)O)C)C. Drug 2: CN1C2=C(C=C(C=C2)N(CCCl)CCCl)N=C1CCCC(=O)O.Cl. Cell line: SF-539. Synergy scores: CSS=20.6, Synergy_ZIP=-1.44, Synergy_Bliss=3.75, Synergy_Loewe=-16.2, Synergy_HSA=4.22. (5) Drug 1: C(=O)(N)NO. Drug 2: C1C(C(OC1N2C=NC3=C2NC=NCC3O)CO)O. Cell line: NCI-H226. Synergy scores: CSS=2.82, Synergy_ZIP=-0.578, Synergy_Bliss=2.00, Synergy_Loewe=2.77, Synergy_HSA=2.67. (6) Drug 1: CN(C)N=NC1=C(NC=N1)C(=O)N. Drug 2: CC(C)CN1C=NC2=C1C3=CC=CC=C3N=C2N. Cell line: HCT116. Synergy scores: CSS=1.77, Synergy_ZIP=-1.53, Synergy_Bliss=-0.0321, Synergy_Loewe=-0.783, Synergy_HSA=-0.676.